From a dataset of CYP2D6 inhibition data for predicting drug metabolism from PubChem BioAssay. Regression/Classification. Given a drug SMILES string, predict its absorption, distribution, metabolism, or excretion properties. Task type varies by dataset: regression for continuous measurements (e.g., permeability, clearance, half-life) or binary classification for categorical outcomes (e.g., BBB penetration, CYP inhibition). Dataset: cyp2d6_veith. (1) The drug is CCOC(=O)C1=C(CSc2nc(-c3ccccc3)ccc2C#N)OC(N)=C(C#N)C1c1ccc(OC)cc1. The result is 0 (non-inhibitor). (2) The compound is O=C(Cn1cnc2ccccc21)NC(c1ccccc1)c1ccccc1. The result is 1 (inhibitor). (3) The molecule is Cc1cccc(N2C(=O)NC(=O)/C(=C\c3cnn(-c4ccccc4)c3)C2=O)c1. The result is 0 (non-inhibitor). (4) The compound is CCOC(=O)c1sc(NC(=O)CCCCCN2C(=O)c3cccc4cccc(c34)C2=O)nc1C. The result is 0 (non-inhibitor). (5) The molecule is COc1cc(C2C(C#N)=C(N)N(c3sc4c(c3C#N)CCCC4)C3=C2C(=O)CC(C)(C)C3)cc(OC)c1OC. The result is 0 (non-inhibitor). (6) The drug is CCCc1cc2c(cc1NC(=O)c1ccccc1C)OCO2. The result is 1 (inhibitor). (7) The drug is Cc1n[nH]c(=S)c2nn(-c3ccccc3)c(C)c12. The result is 0 (non-inhibitor). (8) The compound is COC(=O)[C@@]1(Cc2ccc(F)cc2)[C@H]2c3cc(C(=O)N(C)C)n(Cc4cc(F)c(F)c(F)c4)c3C[C@H]2CN1C(=O)c1ccccc1. The result is 0 (non-inhibitor).